This data is from Full USPTO retrosynthesis dataset with 1.9M reactions from patents (1976-2016). The task is: Predict the reactants needed to synthesize the given product. (1) Given the product [OH:2][CH:1]([C:39]1[CH:44]=[CH:43][C:42]([O:45][CH3:46])=[CH:41][CH:40]=1)[C@H:3]1[CH2:4][CH2:5][C@H:6]([N:9]2[C:14](=[O:15])[C:13]([CH2:16][C:17]3[CH:22]=[CH:21][C:20]([C:23]4[C:24]([C:29]#[N:30])=[CH:25][CH:26]=[CH:27][CH:28]=4)=[CH:19][CH:18]=3)=[C:12]([CH2:31][CH2:32][CH3:33])[N:11]3[N:34]=[CH:35][N:36]=[C:10]23)[CH2:7][CH2:8]1, predict the reactants needed to synthesize it. The reactants are: [CH:1]([C@H:3]1[CH2:8][CH2:7][C@H:6]([N:9]2[C:14](=[O:15])[C:13]([CH2:16][C:17]3[CH:22]=[CH:21][C:20]([C:23]4[C:24]([C:29]#[N:30])=[CH:25][CH:26]=[CH:27][CH:28]=4)=[CH:19][CH:18]=3)=[C:12]([CH2:31][CH2:32][CH3:33])[N:11]3[N:34]=[CH:35][N:36]=[C:10]23)[CH2:5][CH2:4]1)=[O:2].Br[Mg][C:39]1[CH:44]=[CH:43][C:42]([O:45][CH3:46])=[CH:41][CH:40]=1.Cl. (2) The reactants are: [OH-].[Na+].C([O:5][C:6](=[O:37])[CH2:7][O:8][C:9]1[CH:14]=[CH:13][C:12]([CH2:15][CH2:16][CH:17]([O:19][C:20]2[CH:25]=[CH:24][C:23]([CH2:26][CH3:27])=[CH:22][C:21]=2[C:28](=[O:35])[C:29]2[CH:34]=[CH:33][CH:32]=[CH:31][CH:30]=2)[CH3:18])=[CH:11][C:10]=1[CH3:36])C.Cl. Given the product [C:28]([C:21]1[CH:22]=[C:23]([CH2:26][CH3:27])[CH:24]=[CH:25][C:20]=1[O:19][CH:17]([CH3:18])[CH2:16][CH2:15][C:12]1[CH:13]=[CH:14][C:9]([O:8][CH2:7][C:6]([OH:37])=[O:5])=[C:10]([CH3:36])[CH:11]=1)(=[O:35])[C:29]1[CH:30]=[CH:31][CH:32]=[CH:33][CH:34]=1, predict the reactants needed to synthesize it. (3) Given the product [CH2:12]([N:19]1[CH:23]=[CH:22][N:21]=[C:20]1[C:4]([C:3]1[CH:7]=[CH:8][CH:9]=[C:10]([CH3:11])[C:2]=1[CH3:1])=[O:6])[C:13]1[CH:14]=[CH:15][CH:16]=[CH:17][CH:18]=1, predict the reactants needed to synthesize it. The reactants are: [CH3:1][C:2]1[C:10]([CH3:11])=[CH:9][CH:8]=[CH:7][C:3]=1[C:4]([OH:6])=O.[CH2:12]([N:19]1[CH:23]=[CH:22][N:21]=[CH:20]1)[C:13]1[CH:18]=[CH:17][CH:16]=[CH:15][CH:14]=1.C(N(CC)CC)C. (4) Given the product [CH:1]1([C:6]2[NH:7][C:9](=[O:10])[CH:5]=[C:1]([CH2:2][CH3:3])[N:8]=2)[CH2:5][CH2:4][CH2:3][CH2:2]1, predict the reactants needed to synthesize it. The reactants are: [CH:1]1([C:6](=[NH:8])[NH2:7])[CH2:5][CH2:4][CH2:3][CH2:2]1.[CH3:9][O-:10].[Na+].